From a dataset of Forward reaction prediction with 1.9M reactions from USPTO patents (1976-2016). Predict the product of the given reaction. Given the reactants O=[C:2]1[CH2:7][O:6][CH2:5][C:4]([O-:8])=[CH:3]1.[Na+].[CH2:10]([NH:14][C:15]([NH2:17])=[S:16])[CH2:11][CH2:12][CH3:13].Cl.[Cl:19][C:20]1[CH:21]=[CH:22][C:23]([O:29][CH3:30])=[C:24]([CH:28]=1)[C:25](O)=[O:26].CCN=C=NCCCN(C)C.Cl.ON1C2C=CC=CC=2N=N1.C(N(CC)CC)C, predict the reaction product. The product is: [CH2:10]([N:14]1[C:2]2[CH2:7][O:6][CH2:5][C:4](=[O:8])[C:3]=2[S:16]/[C:15]/1=[N:17]\[C:25](=[O:26])[C:24]1[CH:28]=[C:20]([Cl:19])[CH:21]=[CH:22][C:23]=1[O:29][CH3:30])[CH2:11][CH2:12][CH3:13].